Dataset: Full USPTO retrosynthesis dataset with 1.9M reactions from patents (1976-2016). Task: Predict the reactants needed to synthesize the given product. (1) Given the product [Br:1][C:2]1[C:22]([C:23]([OH:25])=[O:24])=[C:5]2[S:6][CH:7]=[C:8]([C:9]3[C:14]([O:15][CH3:16])=[CH:13][C:12]([CH2:17][O:18][CH3:19])=[CH:11][C:10]=3[O:20][CH3:21])[N:4]2[N:3]=1, predict the reactants needed to synthesize it. The reactants are: [Br:1][C:2]1[C:22]([C:23]([O:25]CC)=[O:24])=[C:5]2[S:6][CH:7]=[C:8]([C:9]3[C:14]([O:15][CH3:16])=[CH:13][C:12]([CH2:17][O:18][CH3:19])=[CH:11][C:10]=3[O:20][CH3:21])[N:4]2[N:3]=1.[OH-].[Na+]. (2) Given the product [NH2:13][OH:14].[CH3:11][C:12]1[C:16]([C:17]2[N:21]([C:22]3[CH:23]=[CH:24][C:25]([OH:28])=[CH:26][CH:27]=3)[N:20]=[C:19]([CH3:30])[C:18]=2[C:31](=[N:2][OH:3])[NH2:32])=[C:15]([CH3:33])[O:14][N:13]=1, predict the reactants needed to synthesize it. The reactants are: Cl.[NH2:2][OH:3].C([O-])(O)=O.[Na+].CO.[CH3:11][C:12]1[C:16]([C:17]2[N:21]([C:22]3[CH:27]=[CH:26][C:25]([O:28]C)=[CH:24][CH:23]=3)[N:20]=[C:19]([CH3:30])[C:18]=2[C:31]#[N:32])=[C:15]([CH3:33])[O:14][N:13]=1. (3) Given the product [CH3:44][O:43][C:16]1[CH:15]=[C:14]([N:11]2[CH2:10][CH2:9][NH:8][CH2:13][CH2:12]2)[CH:19]=[CH:18][C:17]=1[NH:20][C:21]1[N:26]=[C:25]([CH2:27][CH2:28][C:29]2[CH:34]=[CH:33][CH:32]=[CH:31][C:30]=2[CH2:35][C:36]([NH2:47])=[O:38])[C:24]([C:39]([F:42])([F:40])[F:41])=[CH:23][N:22]=1, predict the reactants needed to synthesize it. The reactants are: C(OC([N:8]1[CH2:13][CH2:12][N:11]([C:14]2[CH:19]=[CH:18][C:17]([NH:20][C:21]3[N:26]=[C:25]([CH2:27][CH2:28][C:29]4[CH:34]=[CH:33][CH:32]=[CH:31][C:30]=4[CH2:35][C:36]([O-:38])=O)[C:24]([C:39]([F:42])([F:41])[F:40])=[CH:23][N:22]=3)=[C:16]([O:43][CH3:44])[CH:15]=2)[CH2:10][CH2:9]1)=O)(C)(C)C.[Li+].O[N:47]1C2C=CC=CC=2N=N1.C(N=C=NCCCN(C)C)C.Cl.C(N(CC)C(C)C)(C)C.C(=O)([O-])[O-].[NH4+].[NH4+]. (4) The reactants are: O[C:2]1[C:11]([N+:12]([O-:14])=[O:13])=[CH:10][C:5]([C:6]([O:8][CH3:9])=[O:7])=[CH:4][C:3]=1[O:15][CH3:16].C(Cl)(=O)C([Cl:20])=O. Given the product [Cl:20][C:2]1[C:11]([N+:12]([O-:14])=[O:13])=[CH:10][C:5]([C:6]([O:8][CH3:9])=[O:7])=[CH:4][C:3]=1[O:15][CH3:16], predict the reactants needed to synthesize it.